Dataset: NCI-60 drug combinations with 297,098 pairs across 59 cell lines. Task: Regression. Given two drug SMILES strings and cell line genomic features, predict the synergy score measuring deviation from expected non-interaction effect. (1) Drug 1: CNC(=O)C1=CC=CC=C1SC2=CC3=C(C=C2)C(=NN3)C=CC4=CC=CC=N4. Drug 2: C1=NC2=C(N=C(N=C2N1C3C(C(C(O3)CO)O)F)Cl)N. Cell line: HS 578T. Synergy scores: CSS=2.43, Synergy_ZIP=-2.44, Synergy_Bliss=4.17, Synergy_Loewe=-0.0734, Synergy_HSA=2.01. (2) Drug 1: C1CCC(C1)C(CC#N)N2C=C(C=N2)C3=C4C=CNC4=NC=N3. Drug 2: C1=NNC2=C1C(=O)NC=N2. Cell line: CAKI-1. Synergy scores: CSS=17.0, Synergy_ZIP=-6.03, Synergy_Bliss=-2.20, Synergy_Loewe=1.54, Synergy_HSA=2.26. (3) Drug 1: C1=CC(=CC=C1CCCC(=O)O)N(CCCl)CCCl. Drug 2: COC1=NC(=NC2=C1N=CN2C3C(C(C(O3)CO)O)O)N. Cell line: UO-31. Synergy scores: CSS=9.83, Synergy_ZIP=-3.95, Synergy_Bliss=-0.0815, Synergy_Loewe=-2.50, Synergy_HSA=0.267. (4) Drug 1: CC(C1=C(C=CC(=C1Cl)F)Cl)OC2=C(N=CC(=C2)C3=CN(N=C3)C4CCNCC4)N. Drug 2: C1CCN(CC1)CCOC2=CC=C(C=C2)C(=O)C3=C(SC4=C3C=CC(=C4)O)C5=CC=C(C=C5)O. Cell line: T-47D. Synergy scores: CSS=15.6, Synergy_ZIP=7.56, Synergy_Bliss=7.69, Synergy_Loewe=4.60, Synergy_HSA=6.21. (5) Drug 1: CC1=CC2C(CCC3(C2CCC3(C(=O)C)OC(=O)C)C)C4(C1=CC(=O)CC4)C. Drug 2: C1CN(CCN1C(=O)CCBr)C(=O)CCBr. Cell line: OVCAR-8. Synergy scores: CSS=7.89, Synergy_ZIP=-3.30, Synergy_Bliss=3.16, Synergy_Loewe=-13.0, Synergy_HSA=-2.54. (6) Drug 1: C1=NC2=C(N1)C(=S)N=CN2. Drug 2: N.N.Cl[Pt+2]Cl. Cell line: HOP-62. Synergy scores: CSS=45.8, Synergy_ZIP=-14.1, Synergy_Bliss=-14.9, Synergy_Loewe=-21.1, Synergy_HSA=-10.0. (7) Drug 1: CCC1(CC2CC(C3=C(CCN(C2)C1)C4=CC=CC=C4N3)(C5=C(C=C6C(=C5)C78CCN9C7C(C=CC9)(C(C(C8N6C=O)(C(=O)OC)O)OC(=O)C)CC)OC)C(=O)OC)O.OS(=O)(=O)O. Drug 2: CS(=O)(=O)OCCCCOS(=O)(=O)C. Cell line: UO-31. Synergy scores: CSS=0.587, Synergy_ZIP=0.762, Synergy_Bliss=1.65, Synergy_Loewe=-0.788, Synergy_HSA=-0.977. (8) Drug 1: CN1C(=O)N2C=NC(=C2N=N1)C(=O)N. Drug 2: CC1=C(C(=CC=C1)Cl)NC(=O)C2=CN=C(S2)NC3=CC(=NC(=N3)C)N4CCN(CC4)CCO. Cell line: KM12. Synergy scores: CSS=-5.25, Synergy_ZIP=4.29, Synergy_Bliss=1.66, Synergy_Loewe=-8.98, Synergy_HSA=-7.69.